Dataset: Full USPTO retrosynthesis dataset with 1.9M reactions from patents (1976-2016). Task: Predict the reactants needed to synthesize the given product. Given the product [Br:1][C:2]1[CH:7]=[CH:6][C:5]([O:8][CH2:10][C:11]([NH:13][C:14]2[CH:19]=[CH:18][C:17]([Cl:20])=[C:16]([C:21]([F:24])([F:22])[F:23])[CH:15]=2)=[O:12])=[CH:4][CH:3]=1, predict the reactants needed to synthesize it. The reactants are: [Br:1][C:2]1[CH:7]=[CH:6][C:5]([OH:8])=[CH:4][CH:3]=1.Cl[CH2:10][C:11]([NH:13][C:14]1[CH:19]=[CH:18][C:17]([Cl:20])=[C:16]([C:21]([F:24])([F:23])[F:22])[CH:15]=1)=[O:12].[I-].[K+].C(=O)([O-])[O-].[K+].[K+].